Task: Regression/Classification. Given a drug SMILES string, predict its toxicity properties. Task type varies by dataset: regression for continuous values (e.g., LD50, hERG inhibition percentage) or binary classification for toxic/non-toxic outcomes (e.g., AMES mutagenicity, cardiotoxicity, hepatotoxicity). Dataset: herg_karim.. Dataset: hERG potassium channel inhibition data for cardiac toxicity prediction from Karim et al. (1) The compound is Cc1ncoc1-c1nnc(SCCCN2CC[C@]3(C[C@H]3c3cc(Cl)cc(Cl)c3)C2)n1C. The result is 1 (blocker). (2) The compound is CC[C@H]1C[C@@H]2C[C@H]3c4[nH]c5ccc(O)cc5c4CCN(C2)[C@@H]13. The result is 1 (blocker). (3) The drug is C[C@H](CCC(=O)O)[C@H]1CCC2C3C[C@H](O)[C@@H]4C[C@H](O)CC[C@]4(C)C3CC[C@@]21C. The result is 0 (non-blocker). (4) The compound is CC(C)(C)CC(C)(C)c1ccc(OCCOCC[N+](C)(C)Cc2ccccc2)cc1. The result is 1 (blocker). (5) The compound is OCCN1CCN(CCCN2c3ccccc3Sc3ccc(Cl)cc32)CC1. The result is 1 (blocker). (6) The molecule is Cc1cnc(-c2cccc3c2CC(NC(=O)c2ccc(OCC(F)(F)F)nc2)CO3)cn1. The result is 0 (non-blocker). (7) The molecule is CNC(=O)CCCN(C)C(=O)c1ccc2c(c1)c1c(n2C)CCC(C2CCOCC2)C1. The result is 0 (non-blocker). (8) The drug is Cc1c([C@H]2CN3CCN(C(=O)Cc4ccc(-n5cnnn5)nn4)C[C@H]3CO2)ccc(F)c1C#N. The result is 0 (non-blocker).